This data is from Peptide-MHC class II binding affinity with 134,281 pairs from IEDB. The task is: Regression. Given a peptide amino acid sequence and an MHC pseudo amino acid sequence, predict their binding affinity value. This is MHC class II binding data. (1) The peptide sequence is SKISGEWYSIFLASD. The MHC is DRB1_0301 with pseudo-sequence DRB1_0301. The binding affinity (normalized) is 0.211. (2) The peptide sequence is SGAGWSGMAEATSLD. The MHC is DRB3_0202 with pseudo-sequence DRB3_0202. The binding affinity (normalized) is 0. (3) The peptide sequence is ITSTALDLSSNKSVV. The MHC is DRB1_0101 with pseudo-sequence DRB1_0101. The binding affinity (normalized) is 0.612. (4) The peptide sequence is VPRDEVVAATPTSL. The MHC is DRB1_0301 with pseudo-sequence DRB1_0301. The binding affinity (normalized) is 0.411. (5) The peptide sequence is KSTNGLRIKSYEDAK. The MHC is HLA-DQA10301-DQB10302 with pseudo-sequence HLA-DQA10301-DQB10302. The binding affinity (normalized) is 0.0376. (6) The peptide sequence is QPCNGVTMNDVKIEY. The MHC is DRB1_1201 with pseudo-sequence DRB1_1201. The binding affinity (normalized) is 0.312. (7) The peptide sequence is CHFITKETPDRLTDQ. The MHC is H-2-IAb with pseudo-sequence H-2-IAb. The binding affinity (normalized) is 0. (8) The peptide sequence is EIPSFRWTQSLRRGL. The binding affinity (normalized) is 0.458. The MHC is DRB4_0101 with pseudo-sequence DRB4_0103.